From a dataset of Forward reaction prediction with 1.9M reactions from USPTO patents (1976-2016). Predict the product of the given reaction. Given the reactants [CH:1]1([CH2:7][OH:8])[CH2:6][CH2:5][CH2:4][CH2:3][CH2:2]1.[H-].[Na+].[Cl:11][C:12]1[C:13](F)=[CH:14][C:15]([F:20])=[C:16]([CH:19]=1)[C:17]#[N:18].C([O-])(O)=O.[Na+], predict the reaction product. The product is: [Cl:11][C:12]1[C:13]([O:8][CH2:7][CH:1]2[CH2:6][CH2:5][CH2:4][CH2:3][CH2:2]2)=[CH:14][C:15]([F:20])=[C:16]([CH:19]=1)[C:17]#[N:18].